From a dataset of Reaction yield outcomes from USPTO patents with 853,638 reactions. Predict the reaction yield, written as a fraction of the theoretical maximum amount of product (1.0 means a 100% yield; for example, 0.34 means a 34% yield). The catalyst is CO.C(#N)C. The reactants are [F:1][C:2]1[CH:10]=[CH:9][CH:8]=[C:7]([N+:11]([O-:13])=[O:12])[C:3]=1[C:4]([OH:6])=[O:5].[Si](C=[N+]=[N-])(C)(C)[CH3:15]. The product is [F:1][C:2]1[CH:10]=[CH:9][CH:8]=[C:7]([N+:11]([O-:13])=[O:12])[C:3]=1[C:4]([O:6][CH3:15])=[O:5]. The yield is 0.940.